The task is: Predict which catalyst facilitates the given reaction.. This data is from Catalyst prediction with 721,799 reactions and 888 catalyst types from USPTO. Reactant: [C:1]([O:5][C:6]([N:8]1[C:12]2=[N:13][CH:14]=[C:15]([OH:17])[CH:16]=[C:11]2[CH:10]=[C:9]1[C:18]([N:20]1[CH2:25][CH2:24][C:23]([F:27])([F:26])[CH2:22][CH2:21]1)=[O:19])=[O:7])([CH3:4])([CH3:3])[CH3:2].C(=O)([O-])[O-].[K+].[K+].Br[CH2:35][CH2:36][CH2:37][Cl:38]. Product: [C:1]([O:5][C:6]([N:8]1[C:12]2=[N:13][CH:14]=[C:15]([O:17][CH2:35][CH2:36][CH2:37][Cl:38])[CH:16]=[C:11]2[CH:10]=[C:9]1[C:18]([N:20]1[CH2:25][CH2:24][C:23]([F:27])([F:26])[CH2:22][CH2:21]1)=[O:19])=[O:7])([CH3:4])([CH3:2])[CH3:3]. The catalyst class is: 131.